Dataset: CYP2C9 inhibition data for predicting drug metabolism from PubChem BioAssay. Task: Regression/Classification. Given a drug SMILES string, predict its absorption, distribution, metabolism, or excretion properties. Task type varies by dataset: regression for continuous measurements (e.g., permeability, clearance, half-life) or binary classification for categorical outcomes (e.g., BBB penetration, CYP inhibition). Dataset: cyp2c9_veith. The molecule is CN1c2ccccc2C(C)(C)C12C=Nc1c(cc(N3CCOCC3)c3ccccc13)O2. The result is 1 (inhibitor).